Predict the reaction yield, written as a fraction of the theoretical maximum amount of product (1.0 means a 100% yield; for example, 0.34 means a 34% yield). From a dataset of Reaction yield outcomes from USPTO patents with 853,638 reactions. (1) The reactants are [NH:1]1[C:9]2[C:4](=[CH:5][CH:6]=[CH:7][CH:8]=2)[C:3]2([C:13]3=[CH:14][C:15]4[O:19][CH2:18][O:17][C:16]=4[CH:20]=[C:12]3[O:11][CH2:10]2)[C:2]1=[O:21].[OH-:22].[Na+].[Cl-:24].[NH4+]. The catalyst is CN(C)C=O. The product is [Cl:24][C:5]1[O:22][C:13]([CH2:12][N:1]2[C:9]3[C:4](=[CH:5][CH:6]=[CH:7][CH:8]=3)[C:3]3([C:13]4=[CH:14][C:15]5[O:19][CH2:18][O:17][C:16]=5[CH:20]=[C:12]4[O:11][CH2:10]3)[C:2]2=[O:21])=[CH:3][CH:4]=1. The yield is 0.620. (2) The reactants are [C@H:1]1([NH:10][C:11]2[CH:20]=[CH:19][C:18]3[C:13](=[CH:14][CH:15]=[C:16]([NH:21][C:22]([NH:24][CH:25]4[CH2:30][CH2:29][NH:28][CH2:27][CH2:26]4)=[O:23])[CH:17]=3)[N:12]=2)[C:9]2[C:4](=[CH:5][CH:6]=[CH:7][CH:8]=2)[CH2:3][CH2:2]1.Cl[CH2:32][C:33]([N:35]([CH3:37])[CH3:36])=[O:34].C(=O)([O-])[O-].[Na+].[Na+]. The catalyst is CN(C)C=O. The product is [C@H:1]1([NH:10][C:11]2[CH:20]=[CH:19][C:18]3[C:13](=[CH:14][CH:15]=[C:16]([NH:21][C:22](=[O:23])[NH:24][CH:25]4[CH2:30][CH2:29][N:28]([CH2:32][C:33]([N:35]([CH3:37])[CH3:36])=[O:34])[CH2:27][CH2:26]4)[CH:17]=3)[N:12]=2)[C:9]2[C:4](=[CH:5][CH:6]=[CH:7][CH:8]=2)[CH2:3][CH2:2]1. The yield is 0.870. (3) The reactants are [Br:1][C:2]1[C:10]2[N:9]=[CH:8][N:7]([CH2:11][C:12]3[CH:17]=[CH:16][CH:15]=[C:14]([Cl:18])[C:13]=3[CH3:19])[C:6]=2[CH:5]=[C:4]([N+:20]([O-])=O)[CH:3]=1.O.O.[Sn](Cl)Cl.Cl. The catalyst is CO. The product is [Br:1][C:2]1[C:10]2[N:9]=[CH:8][N:7]([CH2:11][C:12]3[CH:17]=[CH:16][CH:15]=[C:14]([Cl:18])[C:13]=3[CH3:19])[C:6]=2[CH:5]=[C:4]([NH2:20])[CH:3]=1. The yield is 0.830. (4) The reactants are [C:1]([C:5]1[C:10]([N+:11]([O-:13])=[O:12])=[CH:9][C:8]([NH:14][C:15]#[C:16][Si](C)(C)C)=[CH:7][CH:6]=1)([CH3:4])([CH3:3])[CH3:2]. The catalyst is CN(C=O)C.[Cu]I. The product is [C:1]([C:5]1[CH:6]=[C:7]2[C:8](=[CH:9][C:10]=1[N+:11]([O-:13])=[O:12])[NH:14][CH:15]=[CH:16]2)([CH3:4])([CH3:3])[CH3:2]. The yield is 0.690. (5) The reactants are [CH3:1][O:2][C@@H:3]([CH2:7][C:8]1[CH:13]=[CH:12][C:11]([O:14]C)=[CH:10][CH:9]=1)[C:4]([OH:6])=[O:5].[OH-].[K+].C(S)CCCCCCC.Cl. The catalyst is CN1CCCC1=O.O. The product is [CH3:1][O:2][C@@H:3]([CH2:7][C:8]1[CH:9]=[CH:10][C:11]([OH:14])=[CH:12][CH:13]=1)[C:4]([OH:6])=[O:5]. The yield is 0.920. (6) The reactants are F[C:2]1[CH:7]=[CH:6][C:5]([N+:8]([O-:10])=[O:9])=[CH:4][C:3]=1[C:11]([F:14])([F:13])[F:12].[CH3:15][S:16]([O-:18])=[O:17].[Na+]. The catalyst is CS(C)=O. The product is [CH3:15][S:16]([C:2]1[CH:7]=[CH:6][C:5]([N+:8]([O-:10])=[O:9])=[CH:4][C:3]=1[C:11]([F:14])([F:13])[F:12])(=[O:18])=[O:17]. The yield is 0.578. (7) The reactants are [CH3:1][C:2]1[CH:7]=[CH:6][C:5]([C:8]2[CH:13]=[CH:12][CH:11]=[CH:10][CH:9]=2)=[CH:4][N:3]=1.[O:14]1CCOCC1.O. No catalyst specified. The product is [C:8]1([C:5]2[CH:6]=[CH:7][C:2]([CH:1]=[O:14])=[N:3][CH:4]=2)[CH:9]=[CH:10][CH:11]=[CH:12][CH:13]=1. The yield is 0.140.